This data is from Full USPTO retrosynthesis dataset with 1.9M reactions from patents (1976-2016). The task is: Predict the reactants needed to synthesize the given product. Given the product [NH2:7][C:3]1[CH:2]=[C:1]2[C:6]([C:11]([CH3:13])=[CH:10][C:9]([Cl:20])=[N:8]2)=[CH:5][CH:4]=1, predict the reactants needed to synthesize it. The reactants are: [C:1]1([NH2:8])[CH:6]=[CH:5][CH:4]=[C:3]([NH2:7])[CH:2]=1.[C:9](OCC)(=O)[CH2:10][C:11]([CH3:13])=O.P(Cl)(Cl)([Cl:20])=O.[NH4+].